This data is from Full USPTO retrosynthesis dataset with 1.9M reactions from patents (1976-2016). The task is: Predict the reactants needed to synthesize the given product. (1) Given the product [Br:1][C:2]1[CH:7]=[CH:6][C:5]([N+:8]([O-:10])=[O:9])=[C:4]([NH:14][CH:18]2[CH2:20][CH2:19]2)[CH:3]=1, predict the reactants needed to synthesize it. The reactants are: [Br:1][C:2]1[CH:7]=[CH:6][C:5]([N+:8]([O-:10])=[O:9])=[C:4](F)[CH:3]=1.CC[N:14]([CH:18]([CH3:20])[CH3:19])C(C)C.C1(N)CC1. (2) Given the product [CH3:26][O:27][CH:28]([C:7]1[CH:6]=[CH:5][C:4]([O:3][C:2]([F:1])([F:12])[F:13])=[CH:11][CH:10]=1)[C:29]([OH:24])=[O:19], predict the reactants needed to synthesize it. The reactants are: [F:1][C:2]([F:13])([F:12])[O:3][C:4]1[CH:11]=[CH:10][C:7](C=O)=[CH:6][CH:5]=1.C(Br)(Br)Br.C[OH:19].[OH-].[K+].CO.[O:24]1[CH2:29][CH2:28][O:27][CH2:26]C1.